From a dataset of Forward reaction prediction with 1.9M reactions from USPTO patents (1976-2016). Predict the product of the given reaction. Given the reactants [CH2:1]([O:3][C:4](=[O:16])/[CH:5]=[CH:6]/[C:7]1[N:11]2[CH:12]=[CH:13][CH:14]=[CH:15][C:10]2=[N:9][CH:8]=1)[CH3:2].[O-]S(C(F)(F)F)(=O)=O.F[C:26]1[CH:37]=[CH:36][CH:35]=[CH:34][C:27]=1[CH2:28][S+]1CCCC1, predict the reaction product. The product is: [CH2:1]([O:3][C:4]([C@@H:5]1[C@H:28]([C:27]2[CH:34]=[CH:35][CH:36]=[CH:37][CH:26]=2)[C@H:6]1[C:7]1[N:11]2[CH:12]=[CH:13][CH:14]=[CH:15][C:10]2=[N:9][CH:8]=1)=[O:16])[CH3:2].